The task is: Predict the product of the given reaction.. This data is from Forward reaction prediction with 1.9M reactions from USPTO patents (1976-2016). (1) The product is: [F:39][C:2]([F:1])([F:38])[CH:3]([C:5]1[C:13]2[C:8](=[CH:9][C:10]([F:14])=[CH:11][CH:12]=2)[N:7]([S:15]([C:18]2[CH:23]=[CH:22][C:21]([O:24][CH3:25])=[C:20]([N:26]3[CH2:31][CH2:30][NH:29][CH2:28][CH2:27]3)[CH:19]=2)(=[O:16])=[O:17])[CH:6]=1)[OH:4]. Given the reactants [F:1][C:2]([F:39])([F:38])[C:3]([C:5]1[C:13]2[C:8](=[CH:9][C:10]([F:14])=[CH:11][CH:12]=2)[N:7]([S:15]([C:18]2[CH:23]=[CH:22][C:21]([O:24][CH3:25])=[C:20]([N:26]3[CH2:31][CH2:30][N:29](C(=O)C(F)(F)F)[CH2:28][CH2:27]3)[CH:19]=2)(=[O:17])=[O:16])[CH:6]=1)=[O:4].[BH4-].[Na+].O, predict the reaction product. (2) Given the reactants Cl[C:2]1[N:7]=[C:6]([N:8]2[CH2:13][CH2:12][O:11][CH2:10][C@H:9]2[CH3:14])[CH:5]=[C:4]([C:15]2([S:18]([CH:21]3[CH2:23][CH2:22]3)(=[O:20])=[O:19])[CH2:17][CH2:16]2)[N:3]=1.C(=O)([O-])[O-].[Na+].[Na+].[NH:30]1[C:38]2[C:33](=[C:34](B(O)O)[CH:35]=[CH:36][CH:37]=2)[CH:32]=[CH:31]1, predict the reaction product. The product is: [CH:21]1([S:18]([C:15]2([C:4]3[CH:5]=[C:6]([N:8]4[CH2:13][CH2:12][O:11][CH2:10][C@H:9]4[CH3:14])[N:7]=[C:2]([C:34]4[CH:35]=[CH:36][CH:37]=[C:38]5[C:33]=4[CH:32]=[CH:31][NH:30]5)[N:3]=3)[CH2:17][CH2:16]2)(=[O:20])=[O:19])[CH2:23][CH2:22]1. (3) Given the reactants [Cl:1][C:2]1[CH:3]=[C:4]([C:8]2[CH2:9][CH2:10][CH2:11][N:12]=2)[CH:5]=[CH:6][CH:7]=1.[Li]CCCC.CCCCCC.Br[C:25]1[CH:26]=[C:27]([CH:30]2[O:34][CH2:33][CH2:32][O:31]2)[S:28][CH:29]=1, predict the reaction product. The product is: [Cl:1][C:2]1[CH:3]=[C:4]([C:8]2([C:25]3[CH:26]=[C:27]([CH:30]4[O:34][CH2:33][CH2:32][O:31]4)[S:28][CH:29]=3)[CH2:9][CH2:10][CH2:11][NH:12]2)[CH:5]=[CH:6][CH:7]=1. (4) Given the reactants Cl[C:2]1[N:11]=[C:10]([NH:12][CH2:13][CH:14]([C:21]2[CH:26]=[CH:25][CH:24]=[CH:23][CH:22]=2)[C:15]2[CH:20]=[CH:19][CH:18]=[CH:17][CH:16]=2)[C:9]2[C:4](=[CH:5][C:6]([O:29][CH3:30])=[C:7]([O:27][CH3:28])[CH:8]=2)[N:3]=1.[N:31]1[CH:36]=[C:35](B(O)O)[CH:34]=[N:33][CH:32]=1.C(NC1C2C(=CC=CC=2)N=C(C2SC3C=CC=CC=3C=2)N=1)(C1C=CC=CC=1)C1C=CC=CC=1, predict the reaction product. The product is: [C:15]1([CH:14]([C:21]2[CH:26]=[CH:25][CH:24]=[CH:23][CH:22]=2)[CH2:13][NH:12][C:10]2[C:9]3[C:4](=[CH:5][C:6]([O:29][CH3:30])=[C:7]([O:27][CH3:28])[CH:8]=3)[N:3]=[C:2]([C:35]3[CH:36]=[N:31][CH:32]=[N:33][CH:34]=3)[N:11]=2)[CH:20]=[CH:19][CH:18]=[CH:17][CH:16]=1.